From a dataset of NCI-60 drug combinations with 297,098 pairs across 59 cell lines. Regression. Given two drug SMILES strings and cell line genomic features, predict the synergy score measuring deviation from expected non-interaction effect. (1) Drug 1: CC1=CC=C(C=C1)C2=CC(=NN2C3=CC=C(C=C3)S(=O)(=O)N)C(F)(F)F. Drug 2: C(CN)CNCCSP(=O)(O)O. Cell line: SF-268. Synergy scores: CSS=-2.36, Synergy_ZIP=0.580, Synergy_Bliss=-1.50, Synergy_Loewe=-2.69, Synergy_HSA=-3.03. (2) Drug 1: C1CC2CC3=C(CC1C24CN(S(=O)(=O)N4)CC(F)(F)F)C=CC(=C3)C=CCN5CCC(CC5)C(F)(F)F. Drug 2: CCC1=C2N=C(C=C(N2N=C1)NCC3=C[N+](=CC=C3)[O-])N4CCCCC4CCO. Cell line: NCIH23. Synergy scores: CSS=53.4, Synergy_ZIP=3.48, Synergy_Bliss=5.49, Synergy_Loewe=-6.60, Synergy_HSA=6.14.